Dataset: Catalyst prediction with 721,799 reactions and 888 catalyst types from USPTO. Task: Predict which catalyst facilitates the given reaction. (1) Reactant: [CH:1]12[CH2:9][CH2:8][CH:5]([CH2:6][CH2:7]1)[CH2:4][N:3]([C:10]([CH2:12][N:13]1[C:19]3[C:20]([CH3:24])=[CH:21][CH:22]=[CH:23][C:18]=3[C:17]([CH2:25][O:26]C(=O)C)=[N:16][CH:15]([NH:30][C:31]([O:33][CH2:34][C:35]3[CH:40]=[CH:39][CH:38]=[CH:37][CH:36]=3)=[O:32])[C:14]1=[O:41])=[O:11])[CH2:2]2.[OH-].[Na+]. Product: [CH:5]12[CH2:8][CH2:9][CH:1]([CH2:7][CH2:6]1)[CH2:2][N:3]([C:10]([CH2:12][N:13]1[C:19]3[C:20]([CH3:24])=[CH:21][CH:22]=[CH:23][C:18]=3[C:17]([CH2:25][OH:26])=[N:16][CH:15]([NH:30][C:31]([O:33][CH2:34][C:35]3[CH:40]=[CH:39][CH:38]=[CH:37][CH:36]=3)=[O:32])[C:14]1=[O:41])=[O:11])[CH2:4]2. The catalyst class is: 8. (2) Reactant: [CH3:1][C:2]1[C:6]([C:7]2[C:16]3[C:11](=[CH:12][CH:13]=[CH:14][CH:15]=3)[CH:10]=[CH:9][CH:8]=2)=[C:5]([SH:17])[O:4][N:3]=1.Br[CH2:19][C:20]([O:22][CH2:23][CH3:24])=[O:21].C(=O)([O-])[O-].[K+].[K+].O. Product: [CH3:1][C:2]1[C:6]([C:7]2[C:16]3[C:11](=[CH:12][CH:13]=[CH:14][CH:15]=3)[CH:10]=[CH:9][CH:8]=2)=[C:5]([S:17][CH2:19][C:20]([O:22][CH2:23][CH3:24])=[O:21])[O:4][N:3]=1. The catalyst class is: 3.